Predict the product of the given reaction. From a dataset of Forward reaction prediction with 1.9M reactions from USPTO patents (1976-2016). (1) Given the reactants [NH:1]1[CH2:6][CH2:5][CH:4]([NH:7][C:8](=[O:14])[O:9][C:10]([CH3:13])([CH3:12])[CH3:11])[CH2:3][CH2:2]1.Cl[C:16]1[N:21]=[CH:20][CH:19]=[CH:18][N:17]=1.C([O-])([O-])=O.[K+].[K+], predict the reaction product. The product is: [N:17]1[CH:18]=[CH:19][CH:20]=[N:21][C:16]=1[N:1]1[CH2:2][CH2:3][CH:4]([NH:7][C:8](=[O:14])[O:9][C:10]([CH3:11])([CH3:13])[CH3:12])[CH2:5][CH2:6]1. (2) Given the reactants [NH2:1][C:2]1[CH:7]=[CH:6][N:5]=[CH:4][CH:3]=1.C(N(C(C)C)CC)(C)C.Cl[CH2:18][C:19]1[N:20]([CH2:40][CH3:41])[C:21]2[CH:26]=[C:25]([C:27]3[CH:32]=[CH:31][CH:30]=[C:29]([C:33]([F:36])([F:35])[F:34])[CH:28]=3)[N:24]=[C:23]([C:37]#[N:38])[C:22]=2[N:39]=1, predict the reaction product. The product is: [CH2:40]([N:20]1[C:21]2[CH:26]=[C:25]([C:27]3[CH:32]=[CH:31][CH:30]=[C:29]([C:33]([F:36])([F:35])[F:34])[CH:28]=3)[N:24]=[C:23]([C:37]#[N:38])[C:22]=2[N:39]=[C:19]1[CH2:18][NH:1][C:2]1[CH:7]=[CH:6][N:5]=[CH:4][CH:3]=1)[CH3:41].